Dataset: Reaction yield outcomes from USPTO patents with 853,638 reactions. Task: Predict the reaction yield, written as a fraction of the theoretical maximum amount of product (1.0 means a 100% yield; for example, 0.34 means a 34% yield). (1) The reactants are [CH3:1][P:2]1(=[O:21])[CH2:7][CH2:6][N:5]([CH:8]2[CH2:13][CH2:12][N:11]([C:14](OC(C)(C)C)=O)[CH2:10][CH2:9]2)[CH2:4][CH2:3]1.FC(F)(F)C(O)=O.C(=O)([O-])[O-].[K+].[K+].FC1[CH:37]=[CH:38][C:39]([N+:44]([O-:46])=[O:45])=[C:40]([O:42][CH3:43])[CH:41]=1. The catalyst is C(Cl)Cl. The product is [CH3:43][O:42][C:40]1[CH:41]=[C:14]([N:11]2[CH2:10][CH2:9][CH:8]([N:5]3[CH2:4][CH2:3][P:2](=[O:21])([CH3:1])[CH2:7][CH2:6]3)[CH2:13][CH2:12]2)[CH:37]=[CH:38][C:39]=1[N+:44]([O-:46])=[O:45]. The yield is 0.860. (2) The reactants are [F:1][C:2]([F:28])([F:27])/[C:3](/[C:16]1[CH:17]=[C:18]([CH:24]=[CH:25][CH:26]=1)[C:19]([O:21][CH2:22][CH3:23])=[O:20])=[N:4]/OS(C1C=CC(C)=CC=1)(=O)=O.[NH3:29]. The catalyst is C(OCC)C. The product is [F:27][C:2]([F:1])([F:28])[C:3]1([C:16]2[CH:17]=[C:18]([CH:24]=[CH:25][CH:26]=2)[C:19]([O:21][CH2:22][CH3:23])=[O:20])[NH:4][NH:29]1. The yield is 0.760. (3) The reactants are C(OC(=O)[NH:7][C:8]1[CH:13]=[C:12]([S:14]([CH3:17])(=[O:16])=[O:15])[CH:11]=[C:10]([C:18]2[CH:22]=[C:21]([CH:23]3[CH2:25][CH2:24]3)[NH:20][N:19]=2)[CH:9]=1)(C)(C)C. The catalyst is Cl.O1CCOCC1. The product is [CH:23]1([C:21]2[NH:20][N:19]=[C:18]([C:10]3[CH:9]=[C:8]([CH:13]=[C:12]([S:14]([CH3:17])(=[O:15])=[O:16])[CH:11]=3)[NH2:7])[CH:22]=2)[CH2:25][CH2:24]1. The yield is 0.960. (4) The reactants are F[C:2]1[CH:8]=[CH:7][C:6]([N+:9]([O-:11])=[O:10])=[CH:5][C:3]=1[NH2:4].[C:12](=[S:17])(OCC)[S-:13].[K+].Cl. The catalyst is CN(C=O)C.O. The product is [N+:9]([C:6]1[CH:7]=[CH:8][C:2]2[S:13][C:12]([SH:17])=[N:4][C:3]=2[CH:5]=1)([O-:11])=[O:10]. The yield is 0.940. (5) The reactants are [Cl:1][C:2]1[CH:3]=[C:4]([C:9]2[CH:10]=[N:11][CH:12]=[CH:13][CH:14]=2)[CH:5]=[C:6]([Cl:8])[CH:7]=1. The catalyst is CO.Cl.O=[Pt]=O. The product is [ClH:1].[Cl:1][C:2]1[CH:3]=[C:4]([CH:9]2[CH2:14][CH2:13][CH2:12][NH:11][CH2:10]2)[CH:5]=[C:6]([Cl:8])[CH:7]=1. The yield is 0.920. (6) The reactants are [CH3:1][O:2][C:3]1[CH:4]=[C:5]([CH:23]=[CH:24][C:25]=1[O:26][CH3:27])[C:6]([NH:8][C:9]1[CH:14]=[CH:13][C:12]([C:15]2([C:20](O)=[O:21])[CH2:19][CH2:18][CH2:17][CH2:16]2)=[CH:11][CH:10]=1)=[O:7].C1C=CC2N(O)N=NC=2C=1.C(Cl)CCl.[CH3:42][NH:43][CH3:44]. No catalyst specified. The product is [CH3:42][N:43]([CH3:44])[C:20]([C:15]1([C:12]2[CH:13]=[CH:14][C:9]([NH:8][C:6](=[O:7])[C:5]3[CH:23]=[CH:24][C:25]([O:26][CH3:27])=[C:3]([O:2][CH3:1])[CH:4]=3)=[CH:10][CH:11]=2)[CH2:19][CH2:18][CH2:17][CH2:16]1)=[O:21]. The yield is 0.460.